From a dataset of Full USPTO retrosynthesis dataset with 1.9M reactions from patents (1976-2016). Predict the reactants needed to synthesize the given product. (1) Given the product [Br:1][C:6]1[C:5]([O:4][CH3:3])=[CH:14][CH:13]=[C:12]2[C:7]=1[CH:8]=[CH:9][C:10]([C:15]#[N:16])=[CH:11]2, predict the reactants needed to synthesize it. The reactants are: [Br:1]Br.[CH3:3][O:4][C:5]1[CH:6]=[C:7]2[C:12](=[CH:13][CH:14]=1)[CH:11]=[C:10]([C:15]#[N:16])[CH:9]=[CH:8]2. (2) The reactants are: Cl[C:2]1[N:3]=[C:4]([N:22]2[CH2:27][CH2:26][O:25][CH2:24][CH2:23]2)[C:5]2[CH:10]=[C:9]([CH2:11][N:12]3[CH2:17][CH2:16][CH:15]([S:18]([CH3:21])(=[O:20])=[O:19])[CH2:14][CH2:13]3)[S:8][C:6]=2[N:7]=1.[NH2:28][C:29]1[N:34]=[CH:33][C:32](B(O)O)=[CH:31][N:30]=1. Given the product [CH3:21][S:18]([CH:15]1[CH2:16][CH2:17][N:12]([CH2:11][C:9]2[S:8][C:6]3[N:7]=[C:2]([C:32]4[CH:31]=[N:30][C:29]([NH2:28])=[N:34][CH:33]=4)[N:3]=[C:4]([N:22]4[CH2:27][CH2:26][O:25][CH2:24][CH2:23]4)[C:5]=3[CH:10]=2)[CH2:13][CH2:14]1)(=[O:20])=[O:19], predict the reactants needed to synthesize it. (3) Given the product [C:1]([NH:5][C:6]([C:8]1[CH:9]=[C:10]([CH:34]=[CH:35][CH:36]=1)[O:11][C:12]1[CH:17]=[CH:16][C:15]([NH:18][C:19]2[C:29]3[CH:28]=[C:27]([C:30]([NH:46][C:39]([CH3:45])([CH3:38])[CH2:40][S:41]([CH3:44])(=[O:43])=[O:42])=[O:31])[CH2:26][CH2:25][NH:24][C:23]=3[N:22]=[CH:21][N:20]=2)=[CH:14][C:13]=1[Cl:33])=[O:7])([CH3:2])([CH3:3])[CH3:4], predict the reactants needed to synthesize it. The reactants are: [C:1]([NH:5][C:6]([C:8]1[CH:9]=[C:10]([CH:34]=[CH:35][CH:36]=1)[O:11][C:12]1[CH:17]=[CH:16][C:15]([NH:18][C:19]2[C:29]3[CH:28]=[C:27]([C:30](O)=[O:31])[CH2:26][CH2:25][NH:24][C:23]=3[N:22]=[CH:21][N:20]=2)=[CH:14][C:13]=1[Cl:33])=[O:7])([CH3:4])([CH3:3])[CH3:2].Cl.[CH3:38][C:39]([NH2:46])([CH3:45])[CH2:40][S:41]([CH3:44])(=[O:43])=[O:42].Cl.C(N=C=NCCCN(C)C)C.O.ON1C2C=CC=CC=2N=N1.